This data is from TCR-epitope binding with 47,182 pairs between 192 epitopes and 23,139 TCRs. The task is: Binary Classification. Given a T-cell receptor sequence (or CDR3 region) and an epitope sequence, predict whether binding occurs between them. The epitope is VLAWLYAAV. The TCR CDR3 sequence is CASSLLGMHEQYF. Result: 0 (the TCR does not bind to the epitope).